This data is from Catalyst prediction with 721,799 reactions and 888 catalyst types from USPTO. The task is: Predict which catalyst facilitates the given reaction. (1) Reactant: C(Cl)CCl.[CH3:5][NH:6][CH2:7][C:8]1[NH:9][C:10]2[C:15]([C:16]=1[CH3:17])=[CH:14][CH:13]=[CH:12][CH:11]=2.Cl.[O:19]=[C:20]1[NH:26][C:25]2[N:27]=[CH:28][C:29](/[CH:31]=[CH:32]/[C:33](O)=[O:34])=[CH:30][C:24]=2[CH2:23][O:22][CH2:21]1.C1C=CC2N(O)N=NC=2C=1.CCN(C(C)C)C(C)C. Product: [CH3:5][N:6]([CH2:7][C:8]1[NH:9][C:10]2[C:15]([C:16]=1[CH3:17])=[CH:14][CH:13]=[CH:12][CH:11]=2)[C:33](=[O:34])/[CH:32]=[CH:31]/[C:29]1[CH:28]=[N:27][C:25]2[NH:26][C:20](=[O:19])[CH2:21][O:22][CH2:23][C:24]=2[CH:30]=1. The catalyst class is: 18. (2) Reactant: [CH3:1][S:2][C:3]1[N:8]=[C:7]([NH:9][CH2:10][CH2:11][CH3:12])[C:6]([C:13]([OH:15])=O)=[CH:5][N:4]=1.C(N1C=CN=C1)(N1C=CN=C1)=O.O.[NH2:29][NH2:30].O. Product: [CH3:1][S:2][C:3]1[N:8]=[C:7]([NH:9][CH2:10][CH2:11][CH3:12])[C:6]([C:13]([NH:29][NH2:30])=[O:15])=[CH:5][N:4]=1. The catalyst class is: 1. (3) Reactant: [CH3:1][O:2][C:3]1[N:8]=[C:7]([O:9][S:10]([C:13]([F:16])([F:15])[F:14])(=[O:12])=[O:11])[CH:6]=[C:5]([NH:17][CH2:18][CH2:19][C:20]2[CH:25]=[CH:24][C:23]([O:26][C:27]([F:30])([F:29])[F:28])=[CH:22][CH:21]=2)[N:4]=1.[C:31](O[C:31]([O:33][C:34]([CH3:37])([CH3:36])[CH3:35])=[O:32])([O:33][C:34]([CH3:37])([CH3:36])[CH3:35])=[O:32]. Product: [C:34]([O:33][C:31]([N:17]([CH2:18][CH2:19][C:20]1[CH:25]=[CH:24][C:23]([O:26][C:27]([F:30])([F:29])[F:28])=[CH:22][CH:21]=1)[C:5]1[N:4]=[C:3]([O:2][CH3:1])[N:8]=[C:7]([O:9][S:10]([C:13]([F:16])([F:14])[F:15])(=[O:12])=[O:11])[CH:6]=1)=[O:32])([CH3:37])([CH3:36])[CH3:35]. The catalyst class is: 251. (4) Reactant: [H-].[Na+].[C:3]([O:7][C:8]([NH:10][C:11]1[CH:16]=[CH:15][CH:14]=[C:13]([CH3:17])[N:12]=1)=[O:9])([CH3:6])([CH3:5])[CH3:4].I[CH3:19]. Product: [C:3]([O:7][C:8]([N:10]([CH3:19])[C:11]1[CH:16]=[CH:15][CH:14]=[C:13]([CH3:17])[N:12]=1)=[O:9])([CH3:6])([CH3:5])[CH3:4]. The catalyst class is: 9. (5) Reactant: [O:1]1[CH2:6][CH2:5][N:4]([C:7]2[CH:19]=[CH:18][CH:17]=[CH:16][C:8]=2[O:9][CH2:10][C:11]([O:13]CC)=O)[CH2:3][CH2:2]1.[NH2:20][CH2:21][CH:22]([OH:34])[CH2:23][N:24]1[CH2:33][CH2:32][C:31]2[C:26](=[CH:27][CH:28]=[CH:29][CH:30]=2)[CH2:25]1. Product: [CH2:25]1[C:26]2[C:31](=[CH:30][CH:29]=[CH:28][CH:27]=2)[CH2:32][CH2:33][N:24]1[CH2:23][CH:22]([OH:34])[CH2:21][NH:20][C:11](=[O:13])[CH2:10][O:9][C:8]1[CH:16]=[CH:17][CH:18]=[CH:19][C:7]=1[N:4]1[CH2:3][CH2:2][O:1][CH2:6][CH2:5]1. The catalyst class is: 14. (6) Product: [NH2:1][C:4]1[CH:5]=[CH:6][C:7]2[C:17]3[C:12](=[CH:13][N:14]=[C:15]([NH:18][C:19](=[O:21])[CH3:20])[CH:16]=3)[CH2:11][O:10][C:8]=2[CH:9]=1. Reactant: [N+:1]([C:4]1[CH:5]=[CH:6][C:7]2[C:17]3[C:12](=[CH:13][N:14]=[C:15]([NH:18][C:19](=[O:21])[CH3:20])[CH:16]=3)[CH2:11][O:10][C:8]=2[CH:9]=1)([O-])=O.[H][H]. The catalyst class is: 256. (7) Reactant: [C:1](/[C:3](=[CH:9]\OCC)/[C:4]([O:6][CH2:7][CH3:8])=[O:5])#[N:2].Cl.[F:14][C:15]([F:26])([F:25])[O:16][C:17]1[CH:22]=[CH:21][C:20]([NH:23][NH2:24])=[CH:19][CH:18]=1.CC([O-])=O.[Na+]. Product: [NH2:2][C:1]1[N:23]([C:20]2[CH:19]=[CH:18][C:17]([O:16][C:15]([F:25])([F:26])[F:14])=[CH:22][CH:21]=2)[N:24]=[CH:9][C:3]=1[C:4]([O:6][CH2:7][CH3:8])=[O:5]. The catalyst class is: 313. (8) Reactant: [F:1][C:2]1[CH:7]=[CH:6][C:5]([C:8](=[O:12])[CH2:9][C:10]#[N:11])=[CH:4][CH:3]=1.[CH3:13][O:14][C:15]1[CH:21]=[CH:20][C:18]([NH2:19])=[CH:17][CH:16]=1. Product: [F:1][C:2]1[CH:3]=[CH:4][C:5]([C:8](=[O:12])[CH2:9][C:10](=[NH:11])[NH:19][C:18]2[CH:20]=[CH:21][C:15]([O:14][CH3:13])=[CH:16][CH:17]=2)=[CH:6][CH:7]=1. The catalyst class is: 8. (9) Reactant: [CH3:1][O:2][C:3]([C:5]1[C:14]([OH:15])=[C:13]2[C:8]([CH:9]=[CH:10][CH:11]=[N:12]2)=[C:7](Br)[N:6]=1)=[O:4].[CH3:17][NH:18][S:19]([C:22]1[N:23]=[CH:24][N:25]([CH3:27])[CH:26]=1)(=[O:21])=[O:20]. Product: [OH:15][C:14]1[C:5]([C:3]([O:2][CH3:1])=[O:4])=[N:6][C:7]([N:18]([CH3:17])[S:19]([C:22]2[N:23]=[CH:24][N:25]([CH3:27])[CH:26]=2)(=[O:20])=[O:21])=[C:8]2[C:13]=1[N:12]=[CH:11][CH:10]=[CH:9]2. The catalyst class is: 17. (10) Reactant: [NH:1]1[CH2:6][CH2:5][O:4][CH2:3][CH2:2]1.[CH2:7]=O.[CH3:9][O:10][C:11]1[CH:16]=[C:15]([CH:17]=[O:18])[CH:14]=[CH:13][C:12]=1[OH:19]. Product: [OH:19][C:12]1[C:13]([CH2:7][N:1]2[CH2:6][CH2:5][O:4][CH2:3][CH2:2]2)=[CH:14][C:15]([CH:17]=[O:18])=[CH:16][C:11]=1[O:10][CH3:9]. The catalyst class is: 8.